This data is from Reaction yield outcomes from USPTO patents with 853,638 reactions. The task is: Predict the reaction yield, written as a fraction of the theoretical maximum amount of product (1.0 means a 100% yield; for example, 0.34 means a 34% yield). (1) The reactants are Cl[C@H:2]([CH3:17])[C:3]([N:5]1[C@H:10]([CH2:11][OH:12])[CH2:9][CH2:8][C@@H:7]([C:13]([O:15][CH3:16])=[O:14])[CH2:6]1)=[O:4].[H-].[Na+]. The catalyst is C1COCC1. The product is [CH3:17][C@@H:2]1[O:12][CH2:11][C@@H:10]2[CH2:9][CH2:8][C@@H:7]([C:13]([O:15][CH3:16])=[O:14])[CH2:6][N:5]2[C:3]1=[O:4]. The yield is 0.714. (2) The reactants are C(NC1C=CC(C2C=C3C(CN([C@@H](C(C)C)C(O)=O)C3=O)=CC=2)=CC=1)(=O)C1C=CC=CC=1.[Cl:33][C:34]1[CH:39]=[CH:38][C:37]([C:40]2[CH:44]=[C:43]([C:45]([NH:47][C:48]3[CH:53]=[CH:52][C:51]([C:54]4[CH:62]=[C:61]5[C:57]([CH2:58][N:59]([C@@H:64]([CH:69]([CH3:71])[CH3:70])[C:65]([O:67]C)=[O:66])[C:60]5=[O:63])=[CH:56][CH:55]=4)=[CH:50][CH:49]=3)=[O:46])[O:42][N:41]=2)=[CH:36][CH:35]=1. No catalyst specified. The product is [Cl:33][C:34]1[CH:39]=[CH:38][C:37]([C:40]2[CH:44]=[C:43]([C:45]([NH:47][C:48]3[CH:49]=[CH:50][C:51]([C:54]4[CH:62]=[C:61]5[C:57]([CH2:58][N:59]([C@@H:64]([CH:69]([CH3:71])[CH3:70])[C:65]([OH:67])=[O:66])[C:60]5=[O:63])=[CH:56][CH:55]=4)=[CH:52][CH:53]=3)=[O:46])[O:42][N:41]=2)=[CH:36][CH:35]=1. The yield is 0.940. (3) The product is [BrH:24].[F:23][C:20]([F:21])([F:22])[C:17]1[CH:18]=[CH:19][C:12]2[C:11]([CH:8]3[CH2:7][CH2:6][NH:5][CH2:10][CH2:9]3)=[CH:15][S:14][C:13]=2[CH:16]=1. No catalyst specified. The yield is 0.940. The reactants are COC([N:5]1[CH2:10][CH2:9][CH:8]([C:11]2[C:12]3[CH:19]=[CH:18][C:17]([C:20]([F:23])([F:22])[F:21])=[CH:16][C:13]=3[S:14][CH:15]=2)[CH2:7][CH2:6]1)=O.[BrH:24]. (4) The reactants are [NH2:1][CH2:2][CH2:3][CH2:4][CH2:5][C@H:6]([NH:22][C:23](=[O:37])[CH2:24][C:25]1[C:33]2[C:28](=[CH:29][CH:30]=[C:31]([O:34][CH3:35])[CH:32]=2)[NH:27][C:26]=1[CH3:36])[C:7]1[NH:8][C:9]([C:12]2[CH:21]=[CH:20][C:19]3[C:14](=[CH:15][CH:16]=[CH:17][CH:18]=3)[CH:13]=2)=[CH:10][N:11]=1.CCN(CC)CC.ClC(Cl)(O[C:49](=[O:55])OC(Cl)(Cl)Cl)Cl.[Si]([O:64][NH2:65])(C(C)(C)C)(C)C.[C:66]([OH:72])([C:68]([F:71])([F:70])[F:69])=[O:67].O. The catalyst is C(Cl)Cl.CN(C=O)C. The product is [F:69][C:68]([F:71])([F:70])[C:66]([O-:72])=[O:67].[OH:64][NH:65][C:49]([NH:1][CH2:2][CH2:3][CH2:4][CH2:5][C@@H:6]([C:7]1[NH:8][C:9]([C:12]2[CH:21]=[CH:20][C:19]3[C:14](=[CH:15][CH:16]=[CH:17][CH:18]=3)[CH:13]=2)=[CH:10][NH+:11]=1)[NH:22][C:23](=[O:37])[CH2:24][C:25]1[C:33]2[C:28](=[CH:29][CH:30]=[C:31]([O:34][CH3:35])[CH:32]=2)[NH:27][C:26]=1[CH3:36])=[O:55]. The yield is 0.400. (5) The reactants are [CH2:1]([O:3][P:4]([CH:6]([NH:10][C:11]([O:13][CH2:14][C:15]1[CH:20]=[CH:19][CH:18]=[CH:17][CH:16]=1)=[O:12])[CH:7]([CH3:9])[CH3:8])[OH:5])[CH3:2].CCN(C(C)C)C(C)C.[CH3:30][O:31][C:32](=[O:50])[C:33]([C:35]1[CH:40]=[CH:39][CH:38]=[C:37]([CH2:41][NH:42][C:43]([O:45][C:46]([CH3:49])([CH3:48])[CH3:47])=[O:44])[CH:36]=1)=[CH2:34]. The catalyst is C(Cl)Cl. The product is [CH3:30][O:31][C:32](=[O:50])[CH:33]([C:35]1[CH:40]=[CH:39][CH:38]=[C:37]([CH2:41][NH:42][C:43]([O:45][C:46]([CH3:49])([CH3:48])[CH3:47])=[O:44])[CH:36]=1)[CH2:34][P:4]([CH:6]([NH:10][C:11]([O:13][CH2:14][C:15]1[CH:16]=[CH:17][CH:18]=[CH:19][CH:20]=1)=[O:12])[CH:7]([CH3:9])[CH3:8])([O:3][CH2:1][CH3:2])=[O:5]. The yield is 0.810. (6) The reactants are [Cl:1][C:2]1[N:7]=[CH:6][C:5]([NH2:8])=[C:4]([C:9]2[C:10]([F:24])=[N:11][CH:12]=[C:13](B3OC(C)(C)C(C)(C)O3)[CH:14]=2)[CH:3]=1.Br[C:26]1[S:34][C:33]2[CH2:32][CH2:31][N:30]([CH2:35][CH3:36])[CH2:29][C:28]=2[CH:27]=1. The catalyst is [F-].[K+].C(#N)C. The product is [Cl:1][C:2]1[N:7]=[CH:6][C:5]([NH2:8])=[C:4]([C:9]2[C:10]([F:24])=[N:11][CH:12]=[C:13]([C:26]3[S:34][C:33]4[CH2:32][CH2:31][N:30]([CH2:35][CH3:36])[CH2:29][C:28]=4[CH:27]=3)[CH:14]=2)[CH:3]=1. The yield is 0.470. (7) The reactants are [C:1]([C:5]1[C:13]2[C:8](=[CH:9][C:10]([N+:14]([O-])=O)=[CH:11][CH:12]=2)[NH:7][CH:6]=1)([CH3:4])([CH3:3])[CH3:2]. The catalyst is [Ni]. The product is [C:1]([C:5]1[C:13]2[C:8](=[CH:9][C:10]([NH2:14])=[CH:11][CH:12]=2)[NH:7][CH:6]=1)([CH3:4])([CH3:2])[CH3:3]. The yield is 0.770.